From a dataset of Forward reaction prediction with 1.9M reactions from USPTO patents (1976-2016). Predict the product of the given reaction. (1) Given the reactants [OH-].[K+].[OH:3][C:4]1[CH:19]=[CH:18][CH:17]=[CH:16][C:5]=1[C:6]([NH:8][C:9]1[CH:14]=[CH:13][C:12]([CH3:15])=[CH:11][CH:10]=1)=[O:7].C[CH2:21][O:22][C:23]([CH3:25])=O, predict the reaction product. The product is: [O:22]1[CH2:21][CH:23]1[CH2:25][O:3][C:4]1[CH:19]=[CH:18][CH:17]=[CH:16][C:5]=1[C:6]([NH:8][C:9]1[CH:14]=[CH:13][C:12]([CH3:15])=[CH:11][CH:10]=1)=[O:7]. (2) Given the reactants [CH:1]([C:4]1[C:5]([O:36][CH3:37])=[N:6][C:7]([CH3:35])=[C:8]([CH2:21][C:22]2([CH2:25][O:26]C3C=CC(OC)=CC=3)[CH2:24][CH2:23]2)[C:9]=1[C:10]([C:12]1[CH:13]=[C:14]([CH:17]=[C:18]([CH3:20])[CH:19]=1)[C:15]#[N:16])=[O:11])([CH3:3])[CH3:2].ClC1C=CC=C(C(OO)=O)C=1, predict the reaction product. The product is: [OH:26][CH2:25][C:22]1([CH2:21][C:8]2[C:7]([CH3:35])=[N:6][C:5]([O:36][CH3:37])=[C:4]([CH:1]([CH3:2])[CH3:3])[C:9]=2[C:10]([C:12]2[CH:13]=[C:14]([CH:17]=[C:18]([CH3:20])[CH:19]=2)[C:15]#[N:16])=[O:11])[CH2:23][CH2:24]1.